Task: Predict which catalyst facilitates the given reaction.. Dataset: Catalyst prediction with 721,799 reactions and 888 catalyst types from USPTO (1) Reactant: Cl[CH2:2][S:3]([NH:6][C:7]1[CH:12]=[CH:11][C:10]([C:13]2[CH:18]=[CH:17][C:16]([C:19]([F:22])([F:21])[F:20])=[CH:15][CH:14]=2)=[CH:9][C:8]=1[OH:23])(=[O:5])=[O:4].C(=O)([O-])[O-].[K+].[K+].Cl. Product: [F:20][C:19]([F:22])([F:21])[C:16]1[CH:17]=[CH:18][C:13]([C:10]2[CH:11]=[CH:12][C:7]3[NH:6][S:3](=[O:5])(=[O:4])[CH2:2][O:23][C:8]=3[CH:9]=2)=[CH:14][CH:15]=1. The catalyst class is: 5. (2) Reactant: [CH:1]([N:4]([CH3:22])[C:5]1[C:6](=[O:21])[NH:7][C:8]2[C:13]([N:14]=1)=[CH:12][C:11]([C:15]([O:17][CH3:18])=[O:16])=[C:10]([O:19][CH3:20])[CH:9]=2)([CH3:3])[CH3:2].N1C=CC=CC=1.[O:29](S(C(F)(F)F)(=O)=O)[S:30]([C:33]([F:36])([F:35])[F:34])(=O)=[O:31]. Product: [CH:1]([N:4]([CH3:22])[C:5]1[C:6]([O:21][S:30]([C:33]([F:36])([F:35])[F:34])(=[O:31])=[O:29])=[N:7][C:8]2[C:13]([N:14]=1)=[CH:12][C:11]([C:15]([O:17][CH3:18])=[O:16])=[C:10]([O:19][CH3:20])[CH:9]=2)([CH3:3])[CH3:2]. The catalyst class is: 4. (3) Reactant: [CH3:1][N:2]([S:28]([C:31]1[S:32][CH:33]=[CH:34][CH:35]=1)(=[O:30])=[O:29])[C:3]1[CH:4]=[C:5]([O:23][C:24]([F:27])([F:26])[F:25])[CH:6]=[C:7]2[C:11]=1[NH:10][C:9]([C:12]1[S:13][CH:14]([CH2:17][C:18](OCC)=[O:19])[CH2:15][N:16]=1)=[CH:8]2.O1CCCC1.CO.[BH4-].[Li+]. Product: [OH:19][CH2:18][CH2:17][CH:14]1[S:13][C:12]([C:9]2[NH:10][C:11]3[C:7]([CH:8]=2)=[CH:6][C:5]([O:23][C:24]([F:26])([F:25])[F:27])=[CH:4][C:3]=3[N:2]([CH3:1])[S:28]([C:31]2[S:32][CH:33]=[CH:34][CH:35]=2)(=[O:30])=[O:29])=[N:16][CH2:15]1. The catalyst class is: 6. (4) Reactant: [CH2:1](Br)[CH:2]=[CH2:3].[C:5]([O:9][C:10]([C@@:12]1([CH2:26][CH:27]=[CH2:28])[CH2:16][C:15](=[O:17])[N:14]([C@@H:18]([C:20]2[CH:25]=[CH:24][CH:23]=[CH:22][CH:21]=2)[CH3:19])[CH2:13]1)=[O:11])([CH3:8])([CH3:7])[CH3:6].C[Si](C)(C)[N-][Si](C)(C)C.[Li+].[Cl-].[NH4+]. The catalyst class is: 30. Product: [C:5]([O:9][C:10]([C@@:12]1([CH2:26][CH:27]=[CH2:28])[C@@H:16]([CH2:3][CH:2]=[CH2:1])[C:15](=[O:17])[N:14]([C@@H:18]([C:20]2[CH:21]=[CH:22][CH:23]=[CH:24][CH:25]=2)[CH3:19])[CH2:13]1)=[O:11])([CH3:8])([CH3:7])[CH3:6]. (5) Reactant: [CH:1]([C:4]1[CH:9]=[CH:8][N:7]=[C:6]([C:10]#N)[CH:5]=1)([CH3:3])[CH3:2].[OH:12]S(O)(=O)=O. Product: [CH:1]([C:4]1[CH:9]=[CH:8][N:7]=[C:6]([CH2:10][OH:12])[CH:5]=1)([CH3:3])[CH3:2]. The catalyst class is: 45. (6) Product: [F:3][CH:4]([F:22])[C:5]1[CH:10]=[CH:9][CH:8]=[CH:7][C:6]=1[C:11]1[CH:16]=[CH:15][C:14]([C:17]([OH:19])=[O:18])=[CH:13][C:12]=1[CH3:21]. Reactant: [OH-].[Na+].[F:3][CH:4]([F:22])[C:5]1[CH:10]=[CH:9][CH:8]=[CH:7][C:6]=1[C:11]1[CH:16]=[CH:15][C:14]([C:17]([O:19]C)=[O:18])=[CH:13][C:12]=1[CH3:21]. The catalyst class is: 14.